This data is from Reaction yield outcomes from USPTO patents with 853,638 reactions. The task is: Predict the reaction yield, written as a fraction of the theoretical maximum amount of product (1.0 means a 100% yield; for example, 0.34 means a 34% yield). (1) The reactants are [Br:1][C:2]1[CH:7]=[CH:6][C:5]([C:8]2[CH:12]=[CH:11][NH:10][N:9]=2)=[CH:4][CH:3]=1.[O:13]1[CH:18]=[CH:17][CH2:16][CH2:15][CH2:14]1. The catalyst is C1(C)C=CC=CC=1.FC(F)(F)C(O)=O. The product is [Br:1][C:2]1[CH:3]=[CH:4][C:5]([C:8]2[CH:12]=[CH:11][N:10]([CH:14]3[CH2:15][CH2:16][CH2:17][CH2:18][O:13]3)[N:9]=2)=[CH:6][CH:7]=1. The yield is 0.940. (2) The reactants are [NH2:1][CH2:2][C:3]1[CH:8]=[CH:7][C:6]([C:9]([NH:11][C:12]2[CH:17]=[CH:16][CH:15]=[CH:14][C:13]=2[C:18](=[O:27])[NH:19][C:20]2[CH:25]=[CH:24][C:23]([Cl:26])=[CH:22][N:21]=2)=[O:10])=[CH:5][CH:4]=1.I.CS[C:31]1[NH:32][CH2:33][CH2:34][N:35]=1.C(N(CC)CC)C. The catalyst is CN(C=O)C. The product is [Cl:26][C:23]1[CH:24]=[CH:25][C:20]([NH:19][C:18]([C:13]2[CH:14]=[CH:15][CH:16]=[CH:17][C:12]=2[NH:11][C:9]([C:6]2[CH:5]=[CH:4][C:3]([CH2:2][NH:1][C:31]3[NH:35][CH2:34][CH2:33][N:32]=3)=[CH:8][CH:7]=2)=[O:10])=[O:27])=[N:21][CH:22]=1. The yield is 0.150. (3) The product is [CH3:5][C:4]1[CH:16]=[C:11]([O:10][CH2:9][C:8]2[CH:19]=[CH:20][CH:21]=[CH:22][C:7]=2[CH3:6])[CH:12]=[CH:2][C:3]=1[CH:26]=[O:27]. The yield is 0.220. The reactants are [Li][CH2:2][CH2:3][CH2:4][CH3:5].[CH3:6][C:7]1[CH:22]=[CH:21][CH:20]=[CH:19][C:8]=1[CH2:9][O:10][C:11]1[CH:16]=CC(Br)=C[C:12]=1C.CN([CH:26]=[O:27])C. The catalyst is C1COCC1. (4) The reactants are Br[C:2]1[CH:3]=[CH:4][CH:5]=[C:6]2[C:11]=1[CH:10]=[N:9][C:8]([NH:12][C:13]1[N:14]=[CH:15][C:16]([C:19]#[N:20])=[N:17][CH:18]=1)=[CH:7]2.[NH:21]1[CH:25]=[CH:24][C:23](B(O)O)=[N:22]1.C(=O)([O-])[O-].[Na+].[Na+]. The catalyst is CN(C=O)C.C1C=CC([P]([Pd]([P](C2C=CC=CC=2)(C2C=CC=CC=2)C2C=CC=CC=2)([P](C2C=CC=CC=2)(C2C=CC=CC=2)C2C=CC=CC=2)[P](C2C=CC=CC=2)(C2C=CC=CC=2)C2C=CC=CC=2)(C2C=CC=CC=2)C2C=CC=CC=2)=CC=1. The product is [NH:21]1[CH:25]=[CH:24][C:23]([C:2]2[CH:3]=[CH:4][CH:5]=[C:6]3[C:11]=2[CH:10]=[N:9][C:8]([NH:12][C:13]2[N:14]=[CH:15][C:16]([C:19]#[N:20])=[N:17][CH:18]=2)=[CH:7]3)=[N:22]1. The yield is 0.290. (5) The reactants are [O:1]=[C:2]1[CH:7]=[CH:6][N:5]([C:8]2[CH:13]=[CH:12][CH:11]=[C:10]([C:14]([F:17])([F:16])[F:15])[CH:9]=2)[N:4]=[C:3]1[CH:18]=O.N.[CH2:21]=[N:22][CH:23](S(C1C=CC(C)=CC=1)(=O)=O)[C:24]1[CH:29]=[CH:28][CH:27]=[CH:26][CH:25]=1.[NH:40]1CCNCC1. The catalyst is C1COCC1.O.C([O-])(O)=O.[Na+]. The product is [C:24]1([C:23]2[N:22]=[CH:21][NH:40][C:18]=2[C:3]2[C:2](=[O:1])[CH:7]=[CH:6][N:5]([C:8]3[CH:13]=[CH:12][CH:11]=[C:10]([C:14]([F:17])([F:16])[F:15])[CH:9]=3)[N:4]=2)[CH:29]=[CH:28][CH:27]=[CH:26][CH:25]=1. The yield is 0.470. (6) The reactants are [CH2:1]([N:8]([CH2:20][C:21]1[CH:26]=[CH:25][CH:24]=[CH:23][CH:22]=1)[C:9]1[CH:14]=[CH:13][C:12]([C:15]([F:18])([F:17])[F:16])=[C:11](Cl)[N:10]=1)[C:2]1[CH:7]=[CH:6][CH:5]=[CH:4][CH:3]=1.[CH3:27][O:28][Na]. The catalyst is C1COCC1.O. The product is [CH2:1]([N:8]([CH2:20][C:21]1[CH:26]=[CH:25][CH:24]=[CH:23][CH:22]=1)[C:9]1[CH:14]=[CH:13][C:12]([C:15]([F:18])([F:17])[F:16])=[C:11]([O:28][CH3:27])[N:10]=1)[C:2]1[CH:7]=[CH:6][CH:5]=[CH:4][CH:3]=1. The yield is 0.910. (7) The reactants are [CH:1]1([CH2:6][C@H:7]([N:11]2[CH2:19][C:18]3[C:13](=[CH:14][CH:15]=[CH:16][C:17]=3[C:20]([F:23])([F:22])[F:21])[C:12]2=[O:24])[C:8](O)=[O:9])[CH2:5][CH2:4][CH2:3][CH2:2]1.C(Cl)(=O)C(Cl)=O.[CH3:31][C:32]1([CH3:44])[O:36][C@@H:35]([C:37]2[N:38]=[CH:39][C:40]([NH2:43])=[N:41][CH:42]=2)[CH2:34][O:33]1.N1C(C)=CC=CC=1C. The catalyst is C(Cl)Cl.CN(C)C=O. The product is [CH:1]1([CH2:6][C@H:7]([N:11]2[CH2:19][C:18]3[C:13](=[CH:14][CH:15]=[CH:16][C:17]=3[C:20]([F:21])([F:22])[F:23])[C:12]2=[O:24])[C:8]([NH:43][C:40]2[CH:39]=[N:38][C:37]([C@H:35]3[CH2:34][O:33][C:32]([CH3:44])([CH3:31])[O:36]3)=[CH:42][N:41]=2)=[O:9])[CH2:2][CH2:3][CH2:4][CH2:5]1. The yield is 0.410.